This data is from Full USPTO retrosynthesis dataset with 1.9M reactions from patents (1976-2016). The task is: Predict the reactants needed to synthesize the given product. (1) Given the product [CH2:2]([O:6][C:7]1[C:11]([CH3:12])=[CH:10][N:9]([C:13](=[O:15])[CH3:14])[N:8]=1)[CH:3]([CH3:5])[CH3:4], predict the reactants needed to synthesize it. The reactants are: Br[CH2:2][CH:3]([CH3:5])[CH3:4].[OH:6][C:7]1[C:11]([CH3:12])=[CH:10][N:9]([C:13](=[O:15])[CH3:14])[N:8]=1.C(=O)([O-])[O-].[K+].[K+].CN(C=O)C. (2) Given the product [CH3:36][O:35][C:28]1[C:27]([C:50]2[CH:49]=[CH:16][CH:15]=[CH:14][CH:23]=2)=[C:26]([C:24]([C:21]2[CH:20]=[C:15]3[C:14](=[CH:23][CH:22]=2)[NH:13][C:5](=[O:11])[N:37]([CH2:38][C:39]([O:41][CH2:42][CH3:43])=[O:40])[C:16]3=[O:17])=[O:25])[N:34]2[C:29]=1[CH:30]=[CH:31][CH:32]=[CH:33]2, predict the reactants needed to synthesize it. The reactants are: ClC(Cl)(O[C:5](=[O:11])OC(Cl)(Cl)Cl)Cl.[NH2:13][C:14]1[CH:23]=[CH:22][C:21]([C:24]([C:26]2[N:34]3[C:29]([CH:30]=[CH:31][CH:32]=[CH:33]3)=[C:28]([O:35][CH3:36])[CH:27]=2)=[O:25])=[CH:20][C:15]=1[C:16](OC)=[O:17].[NH2:37][CH2:38][C:39]([O:41][CH2:42][CH3:43])=[O:40].C(N([CH2:49][CH3:50])CC)C. (3) Given the product [CH2:19]([C:14]1[C:13]([O:26][C@@H:27]2[O:53][C@H:52]([CH2:54][O:55][C:56](=[O:61])[C:57]([CH3:58])([CH3:60])[CH3:59])[C@@H:44]([O:45][C:46](=[O:51])[C:47]([CH3:50])([CH3:49])[CH3:48])[C@H:36]([O:37][C:38](=[O:43])[C:39]([CH3:40])([CH3:42])[CH3:41])[C@H:28]2[O:29][C:30](=[O:35])[C:31]([CH3:34])([CH3:32])[CH3:33])=[N:12][NH:11][C:15]=1[CH:16]([CH3:18])[CH3:17])[C:20]1[CH:25]=[CH:24][CH:23]=[CH:22][CH:21]=1, predict the reactants needed to synthesize it. The reactants are: C(OC([N:11]1[C:15]([CH:16]([CH3:18])[CH3:17])=[C:14]([CH2:19][C:20]2[CH:25]=[CH:24][CH:23]=[CH:22][CH:21]=2)[C:13]([O:26][C@@H:27]2[O:53][C@H:52]([CH2:54][O:55][C:56](=[O:61])[C:57]([CH3:60])([CH3:59])[CH3:58])[C@@H:44]([O:45][C:46](=[O:51])[C:47]([CH3:50])([CH3:49])[CH3:48])[C@H:36]([O:37][C:38](=[O:43])[C:39]([CH3:42])([CH3:41])[CH3:40])[C@H:28]2[O:29][C:30](=[O:35])[C:31]([CH3:34])([CH3:33])[CH3:32])=[N:12]1)=O)C1C=CC=CC=1. (4) Given the product [Br:25][C:11]1[NH:12][C:13]2[C:9]([CH:10]=1)=[CH:8][C:7]([C:6]1[N:2]([CH3:1])[N:3]=[C:4]([C:17]3[CH:22]=[CH:21][CH:20]=[CH:19][N:18]=3)[CH:5]=1)=[CH:15][CH:14]=2, predict the reactants needed to synthesize it. The reactants are: [CH3:1][N:2]1[C:6]([C:7]2[CH:8]=[C:9]3[C:13](=[CH:14][CH:15]=2)[NH:12][C:11](=O)[CH2:10]3)=[CH:5][C:4]([C:17]2[CH:22]=[CH:21][CH:20]=[CH:19][N:18]=2)=[N:3]1.P(Br)(Br)([Br:25])=O.N1C=CN=C1.C([O-])(O)=O.[Na+]. (5) Given the product [N+:1]([C:4]1[CH:5]=[C:6]([CH:9]=[CH:10][CH:11]=1)[CH2:7][N:12]1[CH2:18][CH2:17][CH2:16][CH2:15][CH2:14][CH2:13]1)([O-:3])=[O:2], predict the reactants needed to synthesize it. The reactants are: [N+:1]([C:4]1[CH:5]=[C:6]([CH:9]=[CH:10][CH:11]=1)[CH2:7]Br)([O-:3])=[O:2].[NH:12]1[CH2:18][CH2:17][CH2:16][CH2:15][CH2:14][CH2:13]1.C(N(CC)CC)C. (6) Given the product [CH2:1]([S:3]([C:6]1[CH:39]=[CH:38][C:9]([O:10][C:11]2[C:12]([C:34]([O:36][CH3:37])=[O:35])=[CH:13][C:14]3[N:18]=[C:17]([C:19]4[CH:24]=[CH:23][CH:22]=[CH:21][N:20]=4)[NH:16][C:15]=3[CH:33]=2)=[CH:8][CH:7]=1)(=[O:4])=[O:5])[CH3:2], predict the reactants needed to synthesize it. The reactants are: [CH2:1]([S:3]([C:6]1[CH:39]=[CH:38][C:9]([O:10][C:11]2[C:12]([C:34]([O:36][CH3:37])=[O:35])=[CH:13][C:14]3[N:18]=[C:17]([C:19]4[CH:24]=[CH:23][CH:22]=[CH:21][N:20]=4)[N:16](COCC[Si](C)(C)C)[C:15]=3[CH:33]=2)=[CH:8][CH:7]=1)(=[O:5])=[O:4])[CH3:2].FC(F)(F)C(O)=O. (7) Given the product [OH:33][NH:34][C:30]([C@H:29]1[C@@H:24]([NH:23][S:20]([C:17]2[CH:16]=[CH:15][C:14]([O:13][CH2:12][C:10]3[C:9]4[C:4](=[CH:5][CH:6]=[CH:7][CH:8]=4)[N:3]=[C:2]([CH3:1])[CH:11]=3)=[CH:19][CH:18]=2)(=[O:21])=[O:22])[CH2:25][CH:26]=[CH:27][CH2:28]1)=[O:32], predict the reactants needed to synthesize it. The reactants are: [CH3:1][C:2]1[CH:11]=[C:10]([CH2:12][O:13][C:14]2[CH:19]=[CH:18][C:17]([S:20]([NH:23][C@@H:24]3[C@H:29]([C:30]([OH:32])=O)[CH2:28][CH:27]=[CH:26][CH2:25]3)(=[O:22])=[O:21])=[CH:16][CH:15]=2)[C:9]2[C:4](=[CH:5][CH:6]=[CH:7][CH:8]=2)[N:3]=1.[OH:33][N:34]1C2C=CC=CC=2N=N1.Cl.CN(C)CCCN=C=NCC.NO.